Dataset: Peptide-MHC class II binding affinity with 134,281 pairs from IEDB. Task: Regression. Given a peptide amino acid sequence and an MHC pseudo amino acid sequence, predict their binding affinity value. This is MHC class II binding data. (1) The peptide sequence is APSGRIVMELYADVV. The MHC is HLA-DQA10301-DQB10302 with pseudo-sequence HLA-DQA10301-DQB10302. The binding affinity (normalized) is 0.298. (2) The peptide sequence is SPGMMMGMFNMLSTV. The MHC is DRB1_0701 with pseudo-sequence DRB1_0701. The binding affinity (normalized) is 0.229. (3) The binding affinity (normalized) is 0.221. The MHC is DRB5_0101 with pseudo-sequence DRB5_0101. The peptide sequence is VIYGTASFFFLYGALLLAEG. (4) The peptide sequence is PEFQSIVQTLNAMPE. The MHC is DRB1_1001 with pseudo-sequence DRB1_1001. The binding affinity (normalized) is 0.948. (5) The peptide sequence is GTMAGCGYLMFLGGV. The MHC is DRB1_0802 with pseudo-sequence DRB1_0802. The binding affinity (normalized) is 0.226.